From a dataset of Catalyst prediction with 721,799 reactions and 888 catalyst types from USPTO. Predict which catalyst facilitates the given reaction. Reactant: [CH2:1]([O:3][C:4]([C:6]1[C:7]2[CH2:14][CH2:13][CH2:12][C:11](=[O:15])[C:8]=2[S:9][CH:10]=1)=[O:5])[CH3:2].[CH3:16][Si](C)(C)[N-][Si](C)(C)C.[Li+].O1CCCC1.CI.[Cl-].[NH4+]. Product: [CH2:1]([O:3][C:4]([C:6]1[C:7]2[CH2:14][CH2:13][CH:12]([CH3:16])[C:11](=[O:15])[C:8]=2[S:9][CH:10]=1)=[O:5])[CH3:2]. The catalyst class is: 7.